This data is from NCI-60 drug combinations with 297,098 pairs across 59 cell lines. The task is: Regression. Given two drug SMILES strings and cell line genomic features, predict the synergy score measuring deviation from expected non-interaction effect. (1) Drug 1: CS(=O)(=O)C1=CC(=C(C=C1)C(=O)NC2=CC(=C(C=C2)Cl)C3=CC=CC=N3)Cl. Drug 2: C1C(C(OC1N2C=C(C(=O)NC2=O)F)CO)O. Cell line: SF-268. Synergy scores: CSS=11.6, Synergy_ZIP=-4.91, Synergy_Bliss=-11.0, Synergy_Loewe=-25.3, Synergy_HSA=-12.7. (2) Drug 1: C1=CC(=CC=C1CCCC(=O)O)N(CCCl)CCCl. Drug 2: C1=NC2=C(N=C(N=C2N1C3C(C(C(O3)CO)O)F)Cl)N. Cell line: ACHN. Synergy scores: CSS=57.3, Synergy_ZIP=1.72, Synergy_Bliss=2.42, Synergy_Loewe=0.118, Synergy_HSA=6.10. (3) Drug 1: C1=NC2=C(N=C(N=C2N1C3C(C(C(O3)CO)O)F)Cl)N. Drug 2: CC1=C(N=C(N=C1N)C(CC(=O)N)NCC(C(=O)N)N)C(=O)NC(C(C2=CN=CN2)OC3C(C(C(C(O3)CO)O)O)OC4C(C(C(C(O4)CO)O)OC(=O)N)O)C(=O)NC(C)C(C(C)C(=O)NC(C(C)O)C(=O)NCCC5=NC(=CS5)C6=NC(=CS6)C(=O)NCCC[S+](C)C)O. Cell line: 786-0. Synergy scores: CSS=39.5, Synergy_ZIP=-6.92, Synergy_Bliss=-0.449, Synergy_Loewe=1.73, Synergy_HSA=2.18. (4) Drug 1: C1=NC2=C(N=C(N=C2N1C3C(C(C(O3)CO)O)O)F)N. Drug 2: CCC1=C2CN3C(=CC4=C(C3=O)COC(=O)C4(CC)O)C2=NC5=C1C=C(C=C5)O. Cell line: DU-145. Synergy scores: CSS=41.0, Synergy_ZIP=-0.551, Synergy_Bliss=1.09, Synergy_Loewe=-51.9, Synergy_HSA=-4.72. (5) Drug 1: CC(C)(C#N)C1=CC(=CC(=C1)CN2C=NC=N2)C(C)(C)C#N. Drug 2: C1CN(CCN1C(=O)CCBr)C(=O)CCBr. Cell line: MDA-MB-231. Synergy scores: CSS=5.28, Synergy_ZIP=-1.35, Synergy_Bliss=3.42, Synergy_Loewe=-0.252, Synergy_HSA=0.857.